Dataset: Catalyst prediction with 721,799 reactions and 888 catalyst types from USPTO. Task: Predict which catalyst facilitates the given reaction. (1) Reactant: [C:1](Cl)(=[O:4])[CH:2]=[CH2:3].[CH3:6][O:7][C:8]1[CH:13]=[C:12]([N:14]2[CH2:19][CH2:18][N:17]([CH3:20])[CH2:16][CH2:15]2)[C:11]([NH2:21])=[CH:10][C:9]=1[NH:22][C:23]1[N:28]=[C:27]([C:29]2[C:37]3[C:32](=[CH:33][CH:34]=[CH:35][CH:36]=3)[N:31]([CH3:38])[CH:30]=2)[CH:26]=[CH:25][N:24]=1.CCN(C(C)C)C(C)C. Product: [CH3:6][O:7][C:8]1[C:9]([NH:22][C:23]2[N:28]=[C:27]([C:29]3[C:37]4[C:32](=[CH:33][CH:34]=[CH:35][CH:36]=4)[N:31]([CH3:38])[CH:30]=3)[CH:26]=[CH:25][N:24]=2)=[CH:10][C:11]([NH:21][C:1](=[O:4])[CH:2]=[CH2:3])=[C:12]([N:14]2[CH2:19][CH2:18][N:17]([CH3:20])[CH2:16][CH2:15]2)[CH:13]=1. The catalyst class is: 2. (2) Reactant: CC[C@H]1[C@H]2C[C@H:37]([C@H:36]([O:35]C3C4C(=CC=CC=4)C([O:35][C@H:36]([C:47]4[CH:56]=[CH:55][N:54]=[C:53]5[C:48]=4[CH:49]=[C:50](OC)[CH:51]=[CH:52]5)[C@@H:37]4N5C[C@H](CC)[C@@H](CC5)C4)=NN=3)[C:47]3[CH:56]=[CH:55][N:54]=[C:53]4[C:48]=3[CH:49]=[C:50](OC)[CH:51]=[CH:52]4)N(CC2)C1.[OH2:59].[CH3:60][CH2:61][O:62][C:63]([CH3:65])=O. Product: [OH:35][C@H:36]([CH2:37][OH:59])[CH2:47][C:56]1[C:52]2[C:53](=[CH:48][CH:49]=[CH:50][CH:51]=2)[N:54]([C:36]2[CH:47]=[CH:48][C:61]([O:62][C:63]3[CH:65]=[CH:49][C:48]([C:53]#[N:54])=[CH:47][CH:36]=3)=[CH:60][CH:37]=2)[CH:55]=1. The catalyst class is: 301. (3) Reactant: [CH2:1]([O:8][C:9]([N:11]1[CH2:16][CH2:15][NH:14][C:13](=[O:17])[C@@H:12]1[CH3:18])=[O:10])[C:2]1[CH:7]=[CH:6][CH:5]=[CH:4][CH:3]=1.[I-].[H-].[Na+].Br[CH2:23][C:24]1[CH:33]=[C:32]2[C:27]([C:28]([Cl:34])=[CH:29][CH:30]=[N:31]2)=[CH:26][CH:25]=1. Product: [CH2:1]([O:8][C:9]([N:11]1[CH2:16][CH2:15][N:14]([CH2:23][C:24]2[CH:33]=[C:32]3[C:27]([C:28]([Cl:34])=[CH:29][CH:30]=[N:31]3)=[CH:26][CH:25]=2)[C:13](=[O:17])[C@@H:12]1[CH3:18])=[O:10])[C:2]1[CH:3]=[CH:4][CH:5]=[CH:6][CH:7]=1. The catalyst class is: 1. (4) Reactant: [Br:1][C:2]1[CH:9]=[C:8]([N+:10]([O-])=O)[C:7]([NH:13][CH3:14])=[CH:6][C:3]=1[C:4]#[N:5]. Product: [NH2:10][C:8]1[C:7]([NH:13][CH3:14])=[CH:6][C:3]([C:4]#[N:5])=[C:2]([Br:1])[CH:9]=1. The catalyst class is: 50. (5) Reactant: C[C:2]1[NH:3][C:4]([CH3:22])=[C:5]([C:13]([O:15][CH2:16][C:17]([O:19]CC)=[O:18])=[O:14])[CH2:6][C:7]=1[C:8]([O:10][CH2:11][CH3:12])=[O:9].[OH-].[Na+:24].[CH2:25](O)C. Product: [CH3:25][CH:16]([O:15][C:13]([C:5]1[CH2:6][C:7]([C:8]([O:10][CH2:11][CH3:12])=[O:9])=[CH:2][NH:3][C:4]=1[CH3:22])=[O:14])[C:17]([O-:19])=[O:18].[Na+:24]. The catalyst class is: 6.